From a dataset of Reaction yield outcomes from USPTO patents with 853,638 reactions. Predict the reaction yield, written as a fraction of the theoretical maximum amount of product (1.0 means a 100% yield; for example, 0.34 means a 34% yield). (1) The reactants are [CH2:1]([O:8][C:9]1[C:10]([CH3:25])=[CH:11][C:12]([N+]([O-])=O)=[C:13]([CH:21]=1)[CH:14]=[CH:15][N:16]1[CH2:20]CCC1)[C:2]1[CH:7]=[CH:6][CH:5]=[CH:4][CH:3]=1.O1CCOCC1. The catalyst is [Pd].O. The product is [CH3:20][N:16]1[C:12]2[C:13](=[CH:21][C:9]([O:8][CH2:1][C:2]3[CH:3]=[CH:4][CH:5]=[CH:6][CH:7]=3)=[C:10]([CH3:25])[CH:11]=2)[CH:14]=[CH:15]1. The yield is 0.670. (2) The reactants are [NH2:1][C:2]1[C:11]2[C:6](=[C:7](Br)[CH:8]=[CH:9][CH:10]=2)[N:5]=[N:4][C:3]=1[C:13]([NH:15][CH2:16][CH2:17][CH3:18])=[O:14].[CH3:19][O:20][C:21]1[CH:26]=[CH:25][C:24]([O:27][CH3:28])=[CH:23][C:22]=1B(O)O. The catalyst is Cl[Pd](Cl)([P](C1C=CC=CC=1)(C1C=CC=CC=1)C1C=CC=CC=1)[P](C1C=CC=CC=1)(C1C=CC=CC=1)C1C=CC=CC=1. The product is [NH2:1][C:2]1[C:11]2[C:6](=[C:7]([C:25]3[CH:26]=[C:21]([O:20][CH3:19])[CH:22]=[CH:23][C:24]=3[O:27][CH3:28])[CH:8]=[CH:9][CH:10]=2)[N:5]=[N:4][C:3]=1[C:13]([NH:15][CH2:16][CH2:17][CH3:18])=[O:14]. The yield is 0.877. (3) The reactants are CC([O-])(C)C.[Na+].Br[C:8]1[CH:9]=[C:10]([Cl:16])[C:11]([O:14][CH3:15])=[N:12][CH:13]=1.[C:17]([O:21][C:22]([N:24]1[CH2:28][CH2:27][C@H:26]([O:29][C:30]2[C:31]3[CH2:39][NH:38][CH2:37][CH2:36][C:32]=3[N:33]=[CH:34][N:35]=2)[CH2:25]1)=[O:23])([CH3:20])([CH3:19])[CH3:18].CCOC(C)=O. The catalyst is C1COCC1.C1C=CC(/C=C/C(/C=C/C2C=CC=CC=2)=O)=CC=1.C1C=CC(/C=C/C(/C=C/C2C=CC=CC=2)=O)=CC=1.C1C=CC(/C=C/C(/C=C/C2C=CC=CC=2)=O)=CC=1.[Pd].[Pd].CC(C1C=C(C(C)C)C(C2C=CC=CC=2P(C2CCCCC2)C2CCCCC2)=C(C(C)C)C=1)C. The product is [C:17]([O:21][C:22]([N:24]1[CH2:28][CH2:27][C@H:26]([O:29][C:30]2[C:31]3[CH2:39][N:38]([C:8]4[CH:13]=[N:12][C:11]([O:14][CH3:15])=[C:10]([Cl:16])[CH:9]=4)[CH2:37][CH2:36][C:32]=3[N:33]=[CH:34][N:35]=2)[CH2:25]1)=[O:23])([CH3:20])([CH3:18])[CH3:19]. The yield is 0.600. (4) The reactants are CS(O)(=O)=O.[CH3:6][CH:7]([CH2:9][C:10]1[C:18]2[C:13](=[CH:14][CH:15]=[CH:16][CH:17]=2)[NH:12][CH:11]=1)[NH2:8].C(OC(OC(C)(C)C)=O)(OC(C)(C)C)=O.[Cl:34][C:35]1[N:36]=[C:37]2[N:41]([C:42]=1[S:43](Cl)(=[O:45])=[O:44])[CH:40]=[CH:39][S:38]2.CC(C)([O-])C.[K+].C([O-])(O)=O.[Na+]. The catalyst is C1COCC1.O.CC(C)=O. The product is [ClH:34].[Cl:34][C:35]1[N:36]=[C:37]2[N:41]([C:42]=1[S:43]([N:12]1[C:13]3[C:18](=[CH:17][CH:16]=[CH:15][CH:14]=3)[C:10]([CH2:9][CH:7]([NH2:8])[CH3:6])=[CH:11]1)(=[O:45])=[O:44])[CH:40]=[CH:39][S:38]2. The yield is 0.500. (5) The reactants are [Br:1][C:2]1[CH:3]=[CH:4][C:5]2[NH:6][C:7]3[C:12]([C:13]=2[CH:14]=1)=[CH:11][C:10]([Br:15])=[CH:9][CH:8]=3.C1(P(C2C=CC=CC=2)C2C=CC=CC=2)C=CC=CC=1.N([C:37]([O:39][CH2:40][CH3:41])=O)=N[C:37]([O:39][CH2:40][CH3:41])=O. The catalyst is C1COCC1. The product is [Br:15][C:10]1[CH:9]=[CH:8][C:7]2[N:6]([CH2:41][C@H:40]3[CH2:37][O:39]3)[C:5]3[C:13]([C:12]=2[CH:11]=1)=[CH:14][C:2]([Br:1])=[CH:3][CH:4]=3. The yield is 0.200. (6) The reactants are CS(O[CH:6]1[CH2:10][CH2:9][N:8]([C:11]2[CH:16]=[CH:15][C:14]([N+:17]([O-:19])=[O:18])=[CH:13][CH:12]=2)[CH2:7]1)(=O)=O. The catalyst is N1CCCC1. The product is [N+:17]([C:14]1[CH:15]=[CH:16][C:11]([N:8]2[CH2:9][CH2:10][CH:6]([N:8]3[CH2:9][CH2:10][CH2:6][CH2:7]3)[CH2:7]2)=[CH:12][CH:13]=1)([O-:19])=[O:18]. The yield is 0.530. (7) The reactants are [C:1]([O:5][C:6](=[O:31])[NH:7][C:8]1([C:12]2[CH:17]=[CH:16][C:15]([C:18](=O)[C:19]([C:24]3[CH:29]=[CH:28][CH:27]=[CH:26][CH:25]=3)=[CH:20]N(C)C)=[CH:14][CH:13]=2)[CH2:11][CH2:10][CH2:9]1)([CH3:4])([CH3:3])[CH3:2].[NH2:32][C:33]1[CH2:38][C:37]([CH3:40])([CH3:39])[CH2:36][C:35](=[O:41])[CH:34]=1. The catalyst is C(O)(=O)C. The product is [C:1]([O:5][C:6](=[O:31])[NH:7][C:8]1([C:12]2[CH:13]=[CH:14][C:15]([C:18]3[C:19]([C:24]4[CH:29]=[CH:28][CH:27]=[CH:26][CH:25]=4)=[CH:20][C:34]4[C:35](=[O:41])[CH2:36][C:37]([CH3:40])([CH3:39])[CH2:38][C:33]=4[N:32]=3)=[CH:16][CH:17]=2)[CH2:9][CH2:10][CH2:11]1)([CH3:4])([CH3:2])[CH3:3]. The yield is 0.410. (8) The product is [Cl:15][CH2:16][CH2:17][NH:18][C:19]([NH:13][C:11]1[CH:10]=[N:9][N:8]([CH2:7][C:6]2[C:2]([CH3:1])=[N:3][O:4][C:5]=2[CH3:14])[CH:12]=1)=[O:20]. The reactants are [CH3:1][C:2]1[C:6]([CH2:7][N:8]2[CH:12]=[C:11]([NH2:13])[CH:10]=[N:9]2)=[C:5]([CH3:14])[O:4][N:3]=1.[Cl:15][CH2:16][CH2:17][N:18]=[C:19]=[O:20]. The catalyst is C(#N)C. The yield is 0.400. (9) The reactants are [CH3:1][C:2]1[CH:7]=[CH:6][CH:5]=[CH:4][C:3]=1[C:8]1[C:9]2[C:13]([CH:14]=[CH:15][CH:16]=1)=[N:12][N:11]1[C:17]([CH:22]3[CH2:27][CH2:26][N:25](C(OC(C)(C)C)=O)[CH2:24][CH2:23]3)=[CH:18][C:19](=[O:21])[NH:20][C:10]=21.[ClH:35]. The catalyst is O1CCOCC1. The product is [ClH:35].[CH3:1][C:2]1[CH:7]=[CH:6][CH:5]=[CH:4][C:3]=1[C:8]1[C:9]2[C:13]([CH:14]=[CH:15][CH:16]=1)=[N:12][N:11]1[C:17]([CH:22]3[CH2:27][CH2:26][NH:25][CH2:24][CH2:23]3)=[CH:18][C:19](=[O:21])[NH:20][C:10]=21. The yield is 0.950. (10) The reactants are Cl[C:2]1[CH:3]=[CH:4][C:5]2[N:6]([CH:8]=[C:9]([C:11]([N:13]3[CH2:18][CH2:17][CH:16]([C:19]4[CH:24]=[CH:23][CH:22]=[CH:21][C:20]=4[C:25]([F:28])([F:27])[F:26])[CH2:15][CH2:14]3)=[O:12])[N:10]=2)[N:7]=1.[O:29]([CH3:31])[Na]. The catalyst is CO. The product is [CH3:31][O:29][C:2]1[CH:3]=[CH:4][C:5]2[N:6]([CH:8]=[C:9]([C:11]([N:13]3[CH2:18][CH2:17][CH:16]([C:19]4[CH:24]=[CH:23][CH:22]=[CH:21][C:20]=4[C:25]([F:28])([F:27])[F:26])[CH2:15][CH2:14]3)=[O:12])[N:10]=2)[N:7]=1. The yield is 0.250.